Task: Predict the product of the given reaction.. Dataset: Forward reaction prediction with 1.9M reactions from USPTO patents (1976-2016) (1) Given the reactants [H-].[Na+].[CH3:3][O:4][C:5](=[O:14])[C:6]1[CH:11]=[C:10]([OH:12])[CH:9]=[CH:8][C:7]=1[Br:13].I[CH2:16][CH3:17], predict the reaction product. The product is: [CH3:3][O:4][C:5](=[O:14])[C:6]1[CH:11]=[C:10]([O:12][CH2:16][CH3:17])[CH:9]=[CH:8][C:7]=1[Br:13]. (2) Given the reactants Cl[C:2]1[S:3][C:4]2[C:9]([N:10]=1)=[C:8]([CH2:11][Cl:12])[CH:7]=[CH:6][N:5]=2.[F:13][C:14]([F:25])([F:24])[C:15]1[CH:16]=[C:17](B(O)O)[CH:18]=[CH:19][CH:20]=1.C([O-])([O-])=O.[Na+].[Na+], predict the reaction product. The product is: [Cl:12][CH2:11][C:8]1[CH:7]=[CH:6][N:5]=[C:4]2[S:3][C:2]([C:19]3[CH:18]=[CH:17][CH:16]=[C:15]([C:14]([F:25])([F:24])[F:13])[CH:20]=3)=[N:10][C:9]=12. (3) Given the reactants Cl.[CH2:2]([NH2:4])[CH3:3].F[B-](F)(F)F.N1(OC(N(C)C)=[N+](C)C)C2C=CC=CC=2N=N1.C(N(CC)C(C)C)(C)C.[NH2:36][C:37]1[C:38]2[N:39]([C:43]([C@H:55]3[CH2:60][CH2:59][C@H:58]([C:61](O)=[O:62])[CH2:57][CH2:56]3)=[N:44][C:45]=2[C:46]2[NH:47][C:48]3[C:53]([CH:54]=2)=[CH:52][CH:51]=[CH:50][CH:49]=3)[CH:40]=[CH:41][N:42]=1.C(=O)(O)[O-].[Na+], predict the reaction product. The product is: [NH2:36][C:37]1[C:38]2[N:39]([C:43]([C@H:55]3[CH2:60][CH2:59][C@H:58]([C:61]([NH:4][CH2:2][CH3:3])=[O:62])[CH2:57][CH2:56]3)=[N:44][C:45]=2[C:46]2[NH:47][C:48]3[C:53]([CH:54]=2)=[CH:52][CH:51]=[CH:50][CH:49]=3)[CH:40]=[CH:41][N:42]=1. (4) Given the reactants [NH2:1][C@@H:2]([C:6]1[CH:11]=[CH:10][CH:9]=[CH:8][C:7]=1[Cl:12])[C:3](O)=O.C[O:14][C:15](=O)[C@H:16]([CH2:18][CH:19]([CH3:21])[CH3:20])[NH2:17].C([C@@H]1NC[C@H](CC(C)C)NC1=O)C(C)C, predict the reaction product. The product is: [Cl:12][C:7]1[CH:8]=[CH:9][CH:10]=[CH:11][C:6]=1[C@@H:2]1[NH:1][C:15](=[O:14])[C@H:16]([CH2:18][CH:19]([CH3:21])[CH3:20])[NH:17][CH2:3]1. (5) Given the reactants [Br:1][C:2]1[CH:15]=[CH:14][C:5](/[CH:6]=[N:7]/[S@@:8]([C:10]([CH3:13])([CH3:12])[CH3:11])=[O:9])=[CH:4][CH:3]=1.[C:16]1([Mg]Br)[CH:21]=[CH:20][CH:19]=[CH:18][CH:17]=1, predict the reaction product. The product is: [Br:1][C:2]1[CH:15]=[CH:14][C:5]([C@@H:6]([C:16]2[CH:21]=[CH:20][CH:19]=[CH:18][CH:17]=2)[NH:7][S@:8]([C:10]([CH3:11])([CH3:12])[CH3:13])=[O:9])=[CH:4][CH:3]=1.